From a dataset of Catalyst prediction with 721,799 reactions and 888 catalyst types from USPTO. Predict which catalyst facilitates the given reaction. (1) Reactant: Cl[CH2:2][CH2:3][N:4]1[C:12]2[C:7](=[CH:8][C:9]([O:13][CH3:14])=[CH:10][CH:11]=2)[C:6]([CH:15]=[O:16])=[C:5]1[CH3:17].C([O-])([O-])=O.[K+].[K+].[CH3:24][N:25]1[CH2:30][CH2:29][NH:28][CH2:27][CH2:26]1.O. Product: [CH3:14][O:13][C:9]1[CH:8]=[C:7]2[C:12](=[CH:11][CH:10]=1)[N:4]([CH2:3][CH2:2][N:28]1[CH2:29][CH2:30][N:25]([CH3:24])[CH2:26][CH2:27]1)[C:5]([CH3:17])=[C:6]2[CH:15]=[O:16]. The catalyst class is: 290. (2) Reactant: [N+:1]([O-:4])([OH:3])=[O:2].[NH2:5][C@H:6]([C:12]([OH:14])=[O:13])[CH2:7][CH2:8][C:9](=[O:11])[NH2:10].[N+:15]([O-:18])([OH:17])=[O:16].[NH2:19][C@H:20]([C:26]([OH:28])=[O:27])[CH2:21][CH2:22][C:23](=[O:25])[NH2:24]. Product: [N+:1]([O-:4])([OH:3])=[O:2].[N+:15]([O-:18])([OH:17])=[O:16].[NH2:5][C@H:6]([C:12]([OH:14])=[O:13])[CH2:7][CH2:8][C:9](=[O:11])[NH2:10].[N+:1]([O-:4])([OH:3])=[O:2].[N+:1]([O-:4])([OH:3])=[O:2].[N+:1]([O-:4])([OH:3])=[O:2].[NH2:19][C@H:20]([C:26]([OH:28])=[O:27])[CH2:21][CH2:22][C:23](=[O:25])[NH2:24]. The catalyst class is: 6. (3) Reactant: [CH3:1][Li].CON(C)[C:6]([C:8]1[CH:13]=[CH:12][C:11]([O:14][CH2:15][C:16]2[CH:21]=[CH:20][CH:19]=[CH:18][CH:17]=2)=[CH:10][N:9]=1)=[O:7]. Product: [CH2:15]([O:14][C:11]1[CH:12]=[CH:13][C:8]([C:6](=[O:7])[CH3:1])=[N:9][CH:10]=1)[C:16]1[CH:17]=[CH:18][CH:19]=[CH:20][CH:21]=1. The catalyst class is: 7.